Dataset: Forward reaction prediction with 1.9M reactions from USPTO patents (1976-2016). Task: Predict the product of the given reaction. The product is: [N:22]([CH2:6][CH2:7][CH2:8][CH2:9][N:10]1[CH:14]=[C:13]([C:15]([O:17][C:18]([CH3:21])([CH3:20])[CH3:19])=[O:16])[N:12]=[N:11]1)=[N+:23]=[N-:24]. Given the reactants CS(O[CH2:6][CH2:7][CH2:8][CH2:9][N:10]1[CH:14]=[C:13]([C:15]([O:17][C:18]([CH3:21])([CH3:20])[CH3:19])=[O:16])[N:12]=[N:11]1)(=O)=O.[N-:22]=[N+:23]=[N-:24].[Na+], predict the reaction product.